From a dataset of Full USPTO retrosynthesis dataset with 1.9M reactions from patents (1976-2016). Predict the reactants needed to synthesize the given product. (1) The reactants are: F[C:2]1[C:10]([C:11](F)(F)F)=[CH:9][CH:8]=[CH:7][C:3]=1[C:4]([Cl:6])=[O:5].[CH3:15]C1C(C)=CC=CC=1C(O)=O.FC1C(C(F)(F)F)=CC=CC=1C(O)=O. Given the product [CH3:15][C:2]1[C:10]([CH3:11])=[CH:9][CH:8]=[CH:7][C:3]=1[C:4]([Cl:6])=[O:5], predict the reactants needed to synthesize it. (2) Given the product [CH3:1][O:2][C:3]([C:5]1[N:6]([N:23]=[CH:24][CH2:25][CH3:26])[C:7](=[O:22])[C:8]2[C:13]([C:14]=1[C:15]1[CH:20]=[CH:19][CH:18]=[CH:17][CH:16]=1)=[CH:12][C:11]([Cl:21])=[CH:10][CH:9]=2)=[O:4], predict the reactants needed to synthesize it. The reactants are: [CH3:1][O:2][C:3]([C:5]1[N:6]([NH2:23])[C:7](=[O:22])[C:8]2[C:13]([C:14]=1[C:15]1[CH:20]=[CH:19][CH:18]=[CH:17][CH:16]=1)=[CH:12][C:11]([Cl:21])=[CH:10][CH:9]=2)=[O:4].[CH:24](=O)[CH2:25][CH3:26].